Dataset: Reaction yield outcomes from USPTO patents with 853,638 reactions. Task: Predict the reaction yield, written as a fraction of the theoretical maximum amount of product (1.0 means a 100% yield; for example, 0.34 means a 34% yield). (1) The yield is 0.560. The reactants are [OH:1][C:2]1[C:3]([C:17](=[N:19][NH:20][C:21]([C:23]2[S:27][C:26]([C:28]([N:30]([CH2:32][CH2:33][C:34]([O:36]C(C)(C)C)=[O:35])[CH3:31])=[O:29])=[CH:25][CH:24]=2)=[O:22])[CH3:18])=[CH:4][S:5][C:6]=1[C:7]1[CH:12]=[CH:11][C:10]([C:13]([F:16])([F:15])[F:14])=[CH:9][CH:8]=1. The catalyst is FC(F)(F)C(O)=O. The product is [OH:1][C:2]1[C:3]([C:17](=[N:19][NH:20][C:21]([C:23]2[S:27][C:26]([C:28]([N:30]([CH2:32][CH2:33][C:34]([OH:36])=[O:35])[CH3:31])=[O:29])=[CH:25][CH:24]=2)=[O:22])[CH3:18])=[CH:4][S:5][C:6]=1[C:7]1[CH:8]=[CH:9][C:10]([C:13]([F:15])([F:14])[F:16])=[CH:11][CH:12]=1. (2) The reactants are [NH2:1][CH2:2][CH2:3][N:4]([CH:9]1[CH:13]([O:14][Si](C(C)(C)C)(C)C)[CH2:12][N:11]([C:22](=[O:30])[C:23]2[CH:28]=[CH:27][C:26]([Cl:29])=[CH:25][CH:24]=2)[CH2:10]1)[C:5](=[O:8])[CH2:6]Cl.NCCN(C1C(O)CN(C(=O)C2C=CC(Cl)=CC=2)C1)C(=O)CCl.C([O-])([O-])=O.[K+].[K+].CCOC(C)=O. The catalyst is CN(C=O)C. The product is [Cl:29][C:26]1[CH:27]=[CH:28][C:23]([C:22]([N:11]2[CH2:12][CH:13]([OH:14])[CH:9]([N:4]3[CH2:3][CH2:2][NH:1][CH2:6][C:5]3=[O:8])[CH2:10]2)=[O:30])=[CH:24][CH:25]=1. The yield is 0.370.